The task is: Predict the reactants needed to synthesize the given product.. This data is from Full USPTO retrosynthesis dataset with 1.9M reactions from patents (1976-2016). (1) Given the product [O:26]1[CH2:27][CH2:28][CH2:29][CH2:30][CH:25]1[O:24][CH2:23][CH2:22][CH2:21][N:4]1[CH2:3][CH2:2][N:1]([C:7]2[CH:8]=[C:9]([OH:13])[CH:10]=[CH:11][CH:12]=2)[CH2:6][CH2:5]1, predict the reactants needed to synthesize it. The reactants are: [N:1]1([C:7]2[CH:8]=[C:9]([OH:13])[CH:10]=[CH:11][CH:12]=2)[CH2:6][CH2:5][NH:4][CH2:3][CH2:2]1.C([O-])([O-])=O.[K+].[K+].Br[CH2:21][CH2:22][CH2:23][O:24][CH:25]1[CH2:30][CH2:29][CH2:28][CH2:27][O:26]1. (2) Given the product [O:9]([C:8]1[CH:7]=[CH:6][C:5]([B:16]2[O:20][C:19]([CH3:21])([CH3:22])[C:18]([CH3:24])([CH3:23])[O:17]2)=[CH:4][C:3]=1[OH:2])[C:10]1[CH:15]=[CH:14][CH:13]=[CH:12][CH:11]=1, predict the reactants needed to synthesize it. The reactants are: C[O:2][C:3]1[CH:4]=[C:5]([B:16]2[O:20][C:19]([CH3:22])([CH3:21])[C:18]([CH3:24])([CH3:23])[O:17]2)[CH:6]=[CH:7][C:8]=1[O:9][C:10]1[CH:15]=[CH:14][CH:13]=[CH:12][CH:11]=1.B(Br)(Br)Br. (3) Given the product [Br:1][C:2]1[CH:7]=[CH:6][C:5]([S:8]([N:12]2[CH2:17][CH2:16][CH2:15][CH2:14][CH2:13]2)(=[O:10])=[O:9])=[CH:4][CH:3]=1, predict the reactants needed to synthesize it. The reactants are: [Br:1][C:2]1[CH:7]=[CH:6][C:5]([S:8](Cl)(=[O:10])=[O:9])=[CH:4][CH:3]=1.[NH:12]1[CH2:17][CH2:16][CH2:15][CH2:14][CH2:13]1. (4) Given the product [O:1]1[CH2:2][CH2:3][N:4]([CH2:7][C:8]([NH:53][C:54]2[CH:55]=[C:56]([C:60]3[N:69]=[C:68]([NH:70][C:71]4[CH:72]=[C:73]5[C:77](=[CH:78][CH:79]=4)[N:76]([C:80]([O:82][C:83]([CH3:86])([CH3:85])[CH3:84])=[O:81])[N:75]=[CH:74]5)[C:67]4[C:62](=[CH:63][CH:64]=[CH:65][CH:66]=4)[N:61]=3)[CH:57]=[CH:58][CH:59]=2)=[O:10])[CH2:5][CH2:6]1, predict the reactants needed to synthesize it. The reactants are: [O:1]1[CH2:6][CH2:5][N:4]([CH2:7][C:8]([OH:10])=O)[CH2:3][CH2:2]1.C1CN([P+](ON2N=NC3C=CC=CC2=3)(N2CCCC2)N2CCCC2)CC1.F[P-](F)(F)(F)(F)F.CCN(C(C)C)C(C)C.[NH2:53][C:54]1[CH:55]=[C:56]([C:60]2[N:69]=[C:68]([NH:70][C:71]3[CH:72]=[C:73]4[C:77](=[CH:78][CH:79]=3)[N:76]([C:80]([O:82][C:83]([CH3:86])([CH3:85])[CH3:84])=[O:81])[N:75]=[CH:74]4)[C:67]3[C:62](=[CH:63][CH:64]=[CH:65][CH:66]=3)[N:61]=2)[CH:57]=[CH:58][CH:59]=1.